Dataset: Full USPTO retrosynthesis dataset with 1.9M reactions from patents (1976-2016). Task: Predict the reactants needed to synthesize the given product. (1) The reactants are: [C:1]([OH:12])(=O)[C:2]1[CH:10]=[CH:9][C:5]([C:6]([OH:8])=O)=[CH:4][CH:3]=1.[NH2:13][CH2:14][CH2:15][O:16][CH2:17][CH2:18][O:19][CH2:20][CH2:21][NH:22][S:23]([C:26]1[CH:31]=[CH:30][CH:29]=[C:28]([CH:32]2[C:41]3[C:36](=[C:37]([Cl:43])[CH:38]=[C:39]([Cl:42])[CH:40]=3)[CH2:35][N:34]([CH3:44])[CH2:33]2)[CH:27]=1)(=[O:25])=[O:24]. Given the product [Cl:42][C:39]1[CH:40]=[C:41]2[C:36](=[C:37]([Cl:43])[CH:38]=1)[CH2:35][N:34]([CH3:44])[CH2:33][CH:32]2[C:28]1[CH:27]=[C:26]([S:23]([NH:22][CH2:21][CH2:20][O:19][CH2:18][CH2:17][O:16][CH2:15][CH2:14][NH:13][C:6](=[O:8])[C:5]2[CH:4]=[CH:3][C:2]([C:1]([NH:13][CH2:14][CH2:15][O:16][CH2:17][CH2:18][O:19][CH2:20][CH2:21][NH:22][S:23]([C:26]3[CH:31]=[CH:30][CH:29]=[C:28]([CH:32]4[C:41]5[C:36](=[C:37]([Cl:43])[CH:38]=[C:39]([Cl:42])[CH:40]=5)[CH2:35][N:34]([CH3:44])[CH2:33]4)[CH:27]=3)(=[O:25])=[O:24])=[O:12])=[CH:10][CH:9]=2)(=[O:25])=[O:24])[CH:31]=[CH:30][CH:29]=1, predict the reactants needed to synthesize it. (2) Given the product [CH3:11][O:10][C:9]1[C:2]([O:1][CH2:13][CH2:14][CH3:15])=[C:3]([CH:6]=[CH:7][CH:8]=1)[CH:4]=[O:5], predict the reactants needed to synthesize it. The reactants are: [OH:1][C:2]1[C:9]([O:10][CH3:11])=[CH:8][CH:7]=[CH:6][C:3]=1[CH:4]=[O:5].Br[CH2:13][CH2:14][CH3:15].C([O-])([O-])=O.[K+].[K+]. (3) Given the product [C:1]1([CH:7]([CH2:8][C:9](=[O:11])[CH3:10])[C:12](=[O:14])[CH3:13])[CH:6]=[CH:5][CH:4]=[CH:3][CH:2]=1, predict the reactants needed to synthesize it. The reactants are: [C:1]1(/[CH:7]=[CH:8]/[C:9](=[O:11])[CH3:10])[CH:6]=[CH:5][CH:4]=[CH:3][CH:2]=1.[C:12](OC(=O)C)(=[O:14])[CH3:13].[Mg].C[Si](Cl)(C)C. (4) The reactants are: F[C:2]1[C:3]([CH3:15])=[C:4]([CH:8]=[CH:9][C:10]=1[S:11]([CH3:14])(=[O:13])=[O:12])[C:5]([OH:7])=[O:6].[CH2:16]([NH2:19])[CH:17]=[CH2:18].S(=O)(=O)(O)O. Given the product [CH2:16]([NH:19][C:2]1[C:3]([CH3:15])=[C:4]([CH:8]=[CH:9][C:10]=1[S:11]([CH3:14])(=[O:13])=[O:12])[C:5]([OH:7])=[O:6])[CH:17]=[CH2:18], predict the reactants needed to synthesize it. (5) Given the product [NH2:1][C:4]1[CH:5]=[C:6]2[C:11]([NH:12][C:13]3[CH:18]=[CH:17][CH:16]=[CH:15][CH:14]=3)=[C:10]([C:19]([NH2:21])=[O:20])[CH:9]=[N:8][N:7]2[CH:22]=1, predict the reactants needed to synthesize it. The reactants are: [N+:1]([C:4]1[CH:5]=[C:6]2[C:11]([NH:12][C:13]3[CH:18]=[CH:17][CH:16]=[CH:15][CH:14]=3)=[C:10]([C:19]([NH2:21])=[O:20])[CH:9]=[N:8][N:7]2[CH:22]=1)([O-])=O. (6) Given the product [CH2:6]([N:13]1[CH2:18][CH2:17][C:16]([C:33]#[C:32][CH2:31][OH:34])=[C:15]([C:27]([O:29][CH3:30])=[O:28])[CH2:14]1)[C:7]1[CH:12]=[CH:11][CH:10]=[CH:9][CH:8]=1, predict the reactants needed to synthesize it. The reactants are: CN(C)C=O.[CH2:6]([N:13]1[CH2:18][CH2:17][C:16](OS(C(F)(F)F)(=O)=O)=[C:15]([C:27]([O:29][CH3:30])=[O:28])[CH2:14]1)[C:7]1[CH:12]=[CH:11][CH:10]=[CH:9][CH:8]=1.[CH:31](=[O:34])[C:32]#[CH:33].C(N(CC)C(C)C)(C)C. (7) Given the product [C:4]([C:8]1[CH:29]=[CH:28][CH:27]=[CH:26][C:9]=1[C:10]([NH:12][C@H:13]1[C:21]2[C:16](=[CH:17][CH:18]=[C:19]([C:22]([OH:24])=[O:23])[CH:20]=2)[CH2:15][CH2:14]1)=[O:11])([CH3:7])([CH3:5])[CH3:6], predict the reactants needed to synthesize it. The reactants are: O[Li].O.[C:4]([C:8]1[CH:29]=[CH:28][CH:27]=[CH:26][C:9]=1[C:10]([NH:12][C@H:13]1[C:21]2[C:16](=[CH:17][CH:18]=[C:19]([C:22]([O:24]C)=[O:23])[CH:20]=2)[CH2:15][CH2:14]1)=[O:11])([CH3:7])([CH3:6])[CH3:5].OS([O-])(=O)=O.[K+].